From a dataset of Experimentally validated miRNA-target interactions with 360,000+ pairs, plus equal number of negative samples. Binary Classification. Given a miRNA mature sequence and a target amino acid sequence, predict their likelihood of interaction. The miRNA is hsa-miR-548d-5p with sequence AAAAGUAAUUGUGGUUUUUGCC. The protein sequence of the target gene is MTSSYSSSSCPLGCTMAPGARNVSVSPIDIGCQPGAEANIAPMCLLANVAHANRVRVGSTPLGRPSLCLPPTCHTACPLPGTCHIPGNIGICGAYGENTLNGHEKETMQFLNDRLANYLEKVRQLEQENAELEATLLERSKCHESTVCPDYQSYFHTIEELQQKILCSKAENARLIVQIDNAKLAADDFRIKLESERSLRQLVEADKCGTQKLLDDATLAKADLEAQQESLKEEQLSLKSNHEQEVKILRSQLGEKLRIELDIEPTIDLNRVLGEMRAQYEAMLETNRQDVEQWFQAQSE.... Result: 0 (no interaction).